The task is: Predict which catalyst facilitates the given reaction.. This data is from Catalyst prediction with 721,799 reactions and 888 catalyst types from USPTO. (1) Reactant: [Cl:1][C:2]1[C:7]([CH:8]2[CH2:10][CH2:9]2)=[CH:6][N:5]=[C:4]([C:11]([OH:13])=O)[CH:3]=1.C1N=CN(C(N2C=NC=C2)=O)C=1.O[N:27]=[C:28]([NH2:33])[C:29]([CH3:32])([CH3:31])[CH3:30]. Product: [C:29]([C:28]1[N:33]=[C:11]([C:4]2[CH:3]=[C:2]([Cl:1])[C:7]([CH:8]3[CH2:9][CH2:10]3)=[CH:6][N:5]=2)[O:13][N:27]=1)([CH3:32])([CH3:31])[CH3:30]. The catalyst class is: 3. (2) Reactant: [NH:1]1[CH2:6][CH2:5][C:4]2([O:11][C:10]3[C:12]4[C:17]([C:18](=[O:21])[C:19](=[O:20])[C:9]=3[S:8][CH2:7]2)=[CH:16][CH:15]=[CH:14][CH:13]=4)[CH2:3][CH2:2]1.Br[CH2:23][C:24]1[CH:29]=[CH:28][C:27]([C:30]2[CH:31]=[N:32][NH:33][CH:34]=2)=[CH:26][CH:25]=1.C(=O)([O-])[O-].[K+].[K+]. Product: [NH:32]1[CH:31]=[C:30]([C:27]2[CH:28]=[CH:29][C:24]([CH2:23][N:1]3[CH2:2][CH2:3][C:4]4([O:11][C:10]5[C:12]6[C:17]([C:18](=[O:21])[C:19](=[O:20])[C:9]=5[S:8][CH2:7]4)=[CH:16][CH:15]=[CH:14][CH:13]=6)[CH2:5][CH2:6]3)=[CH:25][CH:26]=2)[CH:34]=[N:33]1. The catalyst class is: 10. (3) Reactant: Cl.Cl.[N:3]1([CH:9]([CH3:13])[C:10]([NH2:12])=[O:11])[CH2:8][CH2:7][NH:6][CH2:5][CH2:4]1.CN(C)C(N(C)C)=N.F[C:23]1[N:28]=[C:27]([C:29]2[NH:38][C:37](=[O:39])[C:36]3[C:31](=[CH:32][C:33]([O:42][CH3:43])=[CH:34][C:35]=3[O:40][CH3:41])[N:30]=2)[CH:26]=[CH:25][CH:24]=1. Product: [CH3:41][O:40][C:35]1[CH:34]=[C:33]([O:42][CH3:43])[CH:32]=[C:31]2[C:36]=1[C:37](=[O:39])[NH:38][C:29]([C:27]1[N:28]=[C:23]([N:6]3[CH2:7][CH2:8][N:3]([CH:9]([CH3:13])[C:10]([NH2:12])=[O:11])[CH2:4][CH2:5]3)[CH:24]=[CH:25][CH:26]=1)=[N:30]2. The catalyst class is: 633. (4) The catalyst class is: 18. Product: [Cl:1][C:2]1[CH:24]=[CH:23][C:5]([CH2:6][NH:7][C:8]([C:10]2[C:11](=[O:22])[C:12]3[S:19][C:18]([CH2:20][N:36]([CH2:35][CH:34]([OH:38])[C:27]4[C:28]5[C:33](=[CH:32][CH:31]=[CH:30][CH:29]=5)[NH:25][CH:26]=4)[CH3:37])=[CH:17][C:13]=3[N:14]([CH3:16])[CH:15]=2)=[O:9])=[CH:4][CH:3]=1. Reactant: [Cl:1][C:2]1[CH:24]=[CH:23][C:5]([CH2:6][NH:7][C:8]([C:10]2[C:11](=[O:22])[C:12]3[S:19][C:18]([CH2:20]Cl)=[CH:17][C:13]=3[N:14]([CH3:16])[CH:15]=2)=[O:9])=[CH:4][CH:3]=1.[NH:25]1[C:33]2[C:28](=[CH:29][CH:30]=[CH:31][CH:32]=2)[C:27]([CH:34]([OH:38])[CH2:35][NH:36][CH3:37])=[CH:26]1.C(N(C(C)C)CC)(C)C. (5) Reactant: [F:1][C:2]1[CH:10]=[C:9]([F:11])[CH:8]=[C:7]([NH:12][C:13]2[CH:18]=[CH:17][C:16]([I:19])=[CH:15][C:14]=2[F:20])[C:3]=1[C:4]([OH:6])=O.C1CN([P+](ON2N=NC3C=CC=CC2=3)(N2CCCC2)N2CCCC2)CC1.F[P-](F)(F)(F)(F)F.CN1CCOCC1.[NH:61]1[CH2:64][CH:63]([NH:65][C:66](=[O:72])[O:67][C:68]([CH3:71])([CH3:70])[CH3:69])[CH2:62]1. Product: [F:1][C:2]1[CH:10]=[C:9]([F:11])[CH:8]=[C:7]([NH:12][C:13]2[CH:18]=[CH:17][C:16]([I:19])=[CH:15][C:14]=2[F:20])[C:3]=1[C:4]([N:61]1[CH2:64][CH:63]([NH:65][C:66](=[O:72])[O:67][C:68]([CH3:70])([CH3:69])[CH3:71])[CH2:62]1)=[O:6]. The catalyst class is: 3.